Dataset: Peptide-MHC class II binding affinity with 134,281 pairs from IEDB. Task: Regression. Given a peptide amino acid sequence and an MHC pseudo amino acid sequence, predict their binding affinity value. This is MHC class II binding data. (1) The peptide sequence is PDDPRNWAGVTSVSI. The MHC is HLA-DQA10102-DQB10602 with pseudo-sequence HLA-DQA10102-DQB10602. The binding affinity (normalized) is 0.239. (2) The peptide sequence is TQLATLRKLCIEGKI. The binding affinity (normalized) is 0.191. The MHC is DRB1_0405 with pseudo-sequence DRB1_0405. (3) The MHC is DRB3_0202 with pseudo-sequence DRB3_0202. The binding affinity (normalized) is 0.284. The peptide sequence is GMFTNRSGSQ. (4) The peptide sequence is YDKFLANVSTVLTPK. The MHC is DRB1_1001 with pseudo-sequence DRB1_1001. The binding affinity (normalized) is 0.694. (5) The MHC is DRB4_0101 with pseudo-sequence DRB4_0103. The binding affinity (normalized) is 0.383. The peptide sequence is QFKPEEITGIMKDFD. (6) The binding affinity (normalized) is 0. The peptide sequence is SHNVQGATVAVDCRP. The MHC is HLA-DPA10201-DPB11401 with pseudo-sequence HLA-DPA10201-DPB11401. (7) The peptide sequence is LNDSGETVKCRAPGG. The MHC is DRB1_0404 with pseudo-sequence DRB1_0404. The binding affinity (normalized) is 0.